Dataset: Forward reaction prediction with 1.9M reactions from USPTO patents (1976-2016). Task: Predict the product of the given reaction. Given the reactants Cl[C:2]1[N:3]([C:13]2[CH:18]=[CH:17][CH:16]=[CH:15][N:14]=2)[C:4]2[C:9]([C:10]=1[CH:11]=[O:12])=[CH:8][CH:7]=[CH:6][CH:5]=2.[NH:19]1[CH2:24][CH2:23][NH:22][CH2:21][CH2:20]1, predict the reaction product. The product is: [N:19]1([C:2]2[N:3]([C:13]3[CH:18]=[CH:17][CH:16]=[CH:15][N:14]=3)[C:4]3[C:9]([C:10]=2[CH:11]=[O:12])=[CH:8][CH:7]=[CH:6][CH:5]=3)[CH2:24][CH2:23][NH:22][CH2:21][CH2:20]1.